This data is from Full USPTO retrosynthesis dataset with 1.9M reactions from patents (1976-2016). The task is: Predict the reactants needed to synthesize the given product. (1) The reactants are: O=P(Cl)(Cl)Cl.[CH3:6][C:7]1[S:8][C:9]([CH3:12])=[CH:10][CH:11]=1.[C:13]([O-])(=[O:15])C.[Na+]. Given the product [CH3:6][C:7]1[S:8][C:9]([CH3:12])=[CH:10][C:11]=1[CH:13]=[O:15], predict the reactants needed to synthesize it. (2) Given the product [CH3:7][C:8]1[CH:9]=[C:10]([CH2:11][OH:12])[CH:14]=[CH:15][C:16]=1[C:17]1[CH:22]=[CH:21][CH:20]=[CH:19][C:18]=1[CH3:23], predict the reactants needed to synthesize it. The reactants are: [H-].[H-].[H-].[H-].[Li+].[Al+3].[CH3:7][C:8]1[CH:9]=[C:10]([CH:14]=[CH:15][C:16]=1[C:17]1[CH:22]=[CH:21][CH:20]=[CH:19][C:18]=1[CH3:23])[C:11](O)=[O:12].O.[OH-].[K+]. (3) Given the product [O:2]=[C:3]1[C:12]2[CH2:11][CH2:10][CH2:9][CH2:8][C:7]=2[C:6]([NH:13][C:14]2[CH:15]=[C:16]([CH:22]=[CH:23][CH:24]=2)[C:17]([OH:19])=[O:18])=[CH:5][NH:4]1, predict the reactants needed to synthesize it. The reactants are: C[O:2][C:3]1[C:12]2[CH2:11][CH2:10][CH2:9][CH2:8][C:7]=2[C:6]([NH:13][C:14]2[CH:15]=[C:16]([CH:22]=[CH:23][CH:24]=2)[C:17]([O:19]CC)=[O:18])=[CH:5][N:4]=1.[OH-].[K+]. (4) Given the product [N:40]12[CH2:48][C:44]([CH2:49][N:50]([CH:18]=[C:17]3[C:16]4[C:15]([CH3:30])([C:14]5[CH:5]([O:4][C:2](=[O:3])[CH3:1])[CH2:6][C:7]6([CH3:31])[CH:8]([C:13]=5[C:21](=[O:22])[C:20]=4[OH:19])[CH2:9][CH2:10][CH:11]6[OH:12])[CH:26]([CH2:27][O:28][CH3:29])[O:25][C:23]3=[O:24])[CH2:51][C:52]3[CH:53]=[CH:54][CH:55]=[CH:56][CH:57]=3)([CH2:43][CH2:42][CH2:41]1)[CH2:45][CH2:46][CH2:47]2, predict the reactants needed to synthesize it. The reactants are: [CH3:1][C:2]([O:4][C@H:5]1[C:14]2[C@@:15]3([CH3:30])[C@@H:26]([CH2:27][O:28][CH3:29])[O:25][C:23](=[O:24])[C:17]4=[CH:18][O:19][C:20]([C:21](=[O:22])[C:13]=2[C@@H:8]2[CH2:9][CH2:10][C@H:11]([OH:12])[C@@:7]2([CH3:31])[CH2:6]1)=[C:16]34)=[O:3].C(N(CC)CC)C.Cl.[N:40]12[CH2:48][C:44]([CH2:49][NH:50][CH2:51][C:52]3[CH:57]=[CH:56][CH:55]=[CH:54][CH:53]=3)([CH2:45][CH2:46][CH2:47]1)[CH2:43][CH2:42][CH2:41]2. (5) Given the product [CH2:17]([N:3]([CH2:1][CH3:2])[C:4]1[CH:9]=[C:8]([NH2:10])[CH:7]=[CH:6][C:5]=1[N+:14]([O-:16])=[O:15])[CH3:18], predict the reactants needed to synthesize it. The reactants are: [CH2:1]([N:3]([CH2:17][CH3:18])[C:4]1[CH:9]=[C:8]([NH:10]C(C)=O)[CH:7]=[CH:6][C:5]=1[N+:14]([O-:16])=[O:15])[CH3:2].Cl. (6) Given the product [Cl:6][C:7]1[C:11]([C:12]([NH:3][OH:2])=[O:13])=[C:10]([Cl:15])[N:9]([CH3:16])[N:8]=1, predict the reactants needed to synthesize it. The reactants are: Cl.[OH:2][NH2:3].[OH-].[K+].[Cl:6][C:7]1[C:11]([C:12](Cl)=[O:13])=[C:10]([Cl:15])[N:9]([CH3:16])[N:8]=1.Cl. (7) Given the product [CH3:1][O:2][C:3]1[CH:8]=[CH:7][C:6]([C:9]2[N:16]=[N:17][S:18][C:10]=2[C:11]([O:13][CH2:14][CH3:15])=[O:12])=[CH:5][CH:4]=1, predict the reactants needed to synthesize it. The reactants are: [CH3:1][O:2][C:3]1[CH:8]=[CH:7][C:6]([C:9](=[N:16][NH:17][S:18](C2C=CC(C)=CC=2)(=O)=O)[CH2:10][C:11]([O:13][CH2:14][CH3:15])=[O:12])=[CH:5][CH:4]=1. (8) The reactants are: [CH3:1][C:2]([CH3:7])=[CH:3][C:4](O)=[O:5].[Cl-].[Al+3].[Cl-].[Cl-].[CH:12]1[CH:17]=[CH:16][CH:15]=[CH:14][CH:13]=1. Given the product [CH3:1][C:2]1([CH3:7])[C:17]2[C:12](=[CH:13][CH:14]=[CH:15][CH:16]=2)[C:4](=[O:5])[CH2:3]1, predict the reactants needed to synthesize it. (9) The reactants are: [CH2:1]([C:8]1([OH:18])[CH2:17][CH2:16][C:11]2([O:15][CH2:14][CH2:13][O:12]2)[CH2:10][CH2:9]1)[C:2]1[CH:7]=[CH:6][CH:5]=[CH:4][CH:3]=1.[H-].[Na+].I[CH3:22]. Given the product [CH2:1]([C:8]1([O:18][CH3:22])[CH2:17][CH2:16][C:11]2([O:12][CH2:13][CH2:14][O:15]2)[CH2:10][CH2:9]1)[C:2]1[CH:7]=[CH:6][CH:5]=[CH:4][CH:3]=1, predict the reactants needed to synthesize it. (10) Given the product [CH2:18]([O:1][C:2]1[CH:7]=[CH:6][C:5]([CH3:8])=[CH:4][C:3]=1[C:9](=[O:11])[CH3:10])[CH3:19], predict the reactants needed to synthesize it. The reactants are: [OH:1][C:2]1[CH:7]=[CH:6][C:5]([CH3:8])=[CH:4][C:3]=1[C:9](=[O:11])[CH3:10].[OH-].[Na+].S(OCC)(O[CH2:18][CH3:19])(=O)=O.